This data is from Reaction yield outcomes from USPTO patents with 853,638 reactions. The task is: Predict the reaction yield, written as a fraction of the theoretical maximum amount of product (1.0 means a 100% yield; for example, 0.34 means a 34% yield). (1) The reactants are C[O:2][C:3](=[O:37])[CH2:4][CH2:5][CH:6]1[CH:13]2[CH:9]([O:10][CH:11]([CH:14]=[CH:15][C:16]3[CH:21]=[CH:20][CH:19]=[CH:18][CH:17]=3)[O:12]2)[CH:8]([N:22]2[CH:30]=[N:29][C:28]3[C:23]2=[N:24][CH:25]=[N:26][C:27]=3[NH:31][C:32]([NH:34][CH2:35][CH3:36])=[O:33])[O:7]1.O.[OH-].[Li+].C(O)(=O)C. The catalyst is O1CCCC1. The product is [CH2:35]([NH:34][C:32](=[O:33])[NH:31][C:27]1[N:26]=[CH:25][N:24]=[C:23]2[C:28]=1[N:29]=[CH:30][N:22]2[CH:8]1[CH:9]2[O:10][CH:11]([CH:14]=[CH:15][C:16]3[CH:21]=[CH:20][CH:19]=[CH:18][CH:17]=3)[O:12][CH:13]2[CH:6]([CH2:5][CH2:4][C:3]([OH:37])=[O:2])[O:7]1)[CH3:36]. The yield is 0.800. (2) The reactants are [Cl:1][C:2]1[N:7]=[CH:6][C:5]([S:8]([N:11]2[CH2:16][CH2:15][N:14]([CH3:17])[CH2:13][CH2:12]2)(=[O:10])=[O:9])=[CH:4][CH:3]=1.[CH3:18][C:19]1[S:20][CH:21]=[C:22]([C:24]2[CH:25]=[C:26]3[C:30](=[CH:31][CH:32]=2)[NH:29][C:28](=[O:33])[CH2:27]3)[N:23]=1. No catalyst specified. The product is [ClH:1].[CH3:17][N:14]1[CH2:15][CH2:16][N:11]([S:8]([C:5]2[CH:4]=[CH:3][C:2]([C:27]3[C:26]4[C:30](=[CH:31][CH:32]=[C:24]([C:22]5[N:23]=[C:19]([CH3:18])[S:20][CH:21]=5)[CH:25]=4)[NH:29][C:28]=3[OH:33])=[N:7][CH:6]=2)(=[O:10])=[O:9])[CH2:12][CH2:13]1. The yield is 0.350. (3) The reactants are [NH:1]1[CH2:5][CH2:4][CH2:3][CH2:2]1.[Cl:6][C:7]1[C:12](Cl)=[CH:11][C:10]([NH2:14])=[C:9]([N+:15]([O-:17])=[O:16])[CH:8]=1. The catalyst is O. The product is [Cl:6][C:7]1[C:12]([N:1]2[CH2:5][CH2:4][CH2:3][CH2:2]2)=[CH:11][C:10]([NH2:14])=[C:9]([N+:15]([O-:17])=[O:16])[CH:8]=1. The yield is 0.990. (4) The reactants are [F:1][C:2]([F:7])([F:6])[C:3]([OH:5])=[O:4].[F:8][C:9]([F:14])([F:13])[C:10]([OH:12])=[O:11].FC(F)(F)C(O)=O.[Cl:22][C:23]1[CH:24]=[N:25][C:26]2[NH:27][C:28]3[CH:29]=[N:30][CH:31]=[C:32]([CH:54]=3)[CH2:33][CH2:34][C:35]3[CH:43]=[C:39]([NH:40][C:41]=1[N:42]=2)[CH:38]=[CH:37][C:36]=3[NH:44][C:45](=[O:53])[CH2:46][CH:47]1[CH2:52][CH2:51][NH:50][CH2:49][CH2:48]1.[O:55]1[CH:59]=[CH:58][C:57]([C:60](O)=[O:61])=[N:56]1. No catalyst specified. The product is [F:1][C:2]([F:7])([F:6])[C:3]([OH:5])=[O:4].[F:8][C:9]([F:14])([F:13])[C:10]([OH:12])=[O:11].[Cl:22][C:23]1[CH:24]=[N:25][C:26]2[NH:27][C:28]3[CH:29]=[N:30][CH:31]=[C:32]([CH:54]=3)[CH2:33][CH2:34][C:35]3[CH:43]=[C:39]([NH:40][C:41]=1[N:42]=2)[CH:38]=[CH:37][C:36]=3[NH:44][C:45](=[O:53])[CH2:46][CH:47]1[CH2:52][CH2:51][N:50]([C:60]([C:57]2[CH:58]=[CH:59][O:55][N:56]=2)=[O:61])[CH2:49][CH2:48]1. The yield is 0.370. (5) The reactants are [Cl:1][C:2]1[C:11]([O:12][CH3:13])=[CH:10][C:5]([C:6]([O:8]C)=[O:7])=[CH:4][C:3]=1[CH2:14][O:15][C:16]1[CH:17]=[N:18][C:19]([NH:22][C:23]2[CH:28]=[CH:27][C:26]([N:29]3[CH2:34][C@@H:33]([CH3:35])[NH:32][C@@H:31]([CH3:36])[CH2:30]3)=[CH:25][CH:24]=2)=[N:20][CH:21]=1.[OH-].[Na+].Cl. The catalyst is CO. The product is [Cl:1][C:2]1[C:11]([O:12][CH3:13])=[CH:10][C:5]([C:6]([OH:8])=[O:7])=[CH:4][C:3]=1[CH2:14][O:15][C:16]1[CH:17]=[N:18][C:19]([NH:22][C:23]2[CH:24]=[CH:25][C:26]([N:29]3[CH2:34][C@@H:33]([CH3:35])[NH:32][C@@H:31]([CH3:36])[CH2:30]3)=[CH:27][CH:28]=2)=[N:20][CH:21]=1. The yield is 1.00. (6) The reactants are Br[C:2]1(Br)[C:10]2[C:5](=[CH:6][CH:7]=[C:8]([Cl:11])[CH:9]=2)[N:4]([CH2:12][C:13]2[C:14]([F:19])=[N:15][CH:16]=[CH:17][CH:18]=2)[C:3]1=[O:20]. The catalyst is CC(O)=O.[Zn]. The product is [Cl:11][C:8]1[CH:9]=[C:10]2[C:5](=[CH:6][CH:7]=1)[N:4]([CH2:12][C:13]1[C:14]([F:19])=[N:15][CH:16]=[CH:17][CH:18]=1)[C:3](=[O:20])[CH2:2]2. The yield is 0.350.